From a dataset of Reaction yield outcomes from USPTO patents with 853,638 reactions. Predict the reaction yield, written as a fraction of the theoretical maximum amount of product (1.0 means a 100% yield; for example, 0.34 means a 34% yield). (1) The reactants are C(OC(=O)C(OC1C=CC(OCCC2N=C(C3C=CC=CC=3)OC=2C)=CC=1CBr)(C)C)C.C1C(O)=CC=CC=1C.C(=O)([O-])[O-].[K+].[K+].C([O:49][C:50](=[O:85])[C:51]([CH3:84])([O:53][C:54]1[CH:59]=[CH:58][C:57]([O:60][CH2:61][CH2:62][C:63]2[N:64]=[C:65]([C:69]3[CH:74]=[CH:73][CH:72]=[CH:71][CH:70]=3)[O:66][C:67]=2[CH3:68])=[CH:56][C:55]=1[CH2:75][O:76][C:77]1[CH:78]=[C:79]([CH3:83])[CH:80]=[CH:81][CH:82]=1)[CH3:52])C.[OH-].[Na+]. The catalyst is C(O)C. The product is [CH3:84][C:51]([O:53][C:54]1[CH:59]=[CH:58][C:57]([O:60][CH2:61][CH2:62][C:63]2[N:64]=[C:65]([C:69]3[CH:70]=[CH:71][CH:72]=[CH:73][CH:74]=3)[O:66][C:67]=2[CH3:68])=[CH:56][C:55]=1[CH2:75][O:76][C:77]1[CH:78]=[C:79]([CH3:83])[CH:80]=[CH:81][CH:82]=1)([CH3:52])[C:50]([OH:85])=[O:49]. The yield is 0.380. (2) The catalyst is C1COCC1. The reactants are [Br:1][C:2]1[CH:10]=[CH:9][C:8]([C:11]([O:13][CH3:14])=[O:12])=[C:7]2[C:3]=1[CH:4]=[CH:5][NH:6]2.[H-].[Na+].[S:17](Cl)([C:20]1[CH:26]=[CH:25][C:23]([CH3:24])=[CH:22][CH:21]=1)(=[O:19])=[O:18]. The product is [Br:1][C:2]1[CH:10]=[CH:9][C:8]([C:11]([O:13][CH3:14])=[O:12])=[C:7]2[C:3]=1[CH:4]=[CH:5][N:6]2[S:17]([C:20]1[CH:26]=[CH:25][C:23]([CH3:24])=[CH:22][CH:21]=1)(=[O:19])=[O:18]. The yield is 0.720.